Dataset: Reaction yield outcomes from USPTO patents with 853,638 reactions. Task: Predict the reaction yield, written as a fraction of the theoretical maximum amount of product (1.0 means a 100% yield; for example, 0.34 means a 34% yield). (1) The reactants are Cl[C:2]1[C:11]2[C:6](=[CH:7][C:8]([O:14][CH3:15])=[C:9]([O:12][CH3:13])[CH:10]=2)[N:5]=[CH:4][CH:3]=1.[OH:16][C:17]1[CH:26]=[CH:25][C:24]2[C:19](=[CH:20][CH:21]=[CH:22][CH:23]=2)[C:18]=1[CH:27]=[O:28].O. The catalyst is CN(C)C1C=CN=CC=1.ClC1C=CC=CC=1Cl. The product is [CH3:13][O:12][C:9]1[CH:10]=[C:11]2[C:6](=[CH:7][C:8]=1[O:14][CH3:15])[N:5]=[CH:4][CH:3]=[C:2]2[O:16][C:17]1[CH:26]=[CH:25][C:24]2[C:19](=[CH:20][CH:21]=[CH:22][CH:23]=2)[C:18]=1[CH:27]=[O:28]. The yield is 0.150. (2) The reactants are [CH2:1]([C:4]1[O:5][CH:6]=[CH:7][CH:8]=1)[CH2:2][CH3:3].[Li]CCCC.[CH2:14]1[O:16][CH2:15]1. The catalyst is C1COCC1. The product is [CH2:1]([C:4]1[O:5][C:6]([CH2:14][CH2:15][OH:16])=[CH:7][CH:8]=1)[CH2:2][CH3:3]. The yield is 0.910.